From a dataset of Tyrosyl-DNA phosphodiesterase HTS with 341,365 compounds. Binary Classification. Given a drug SMILES string, predict its activity (active/inactive) in a high-throughput screening assay against a specified biological target. The molecule is Clc1c([N+]([O-])=O)cc(C(=O)Nc2sccc2C#N)cc1. The result is 0 (inactive).